This data is from Catalyst prediction with 721,799 reactions and 888 catalyst types from USPTO. The task is: Predict which catalyst facilitates the given reaction. (1) Reactant: [Br:1][C:2]1[CH:3]=[C:4]([N+:11]([O-])=O)[C:5]([O:8][CH2:9][CH3:10])=[N:6][CH:7]=1.[Sn](Cl)Cl. Product: [Br:1][C:2]1[CH:3]=[C:4]([NH2:11])[C:5]([O:8][CH2:9][CH3:10])=[N:6][CH:7]=1. The catalyst class is: 25. (2) Reactant: [Br:1]N1C(=O)CCC1=O.[CH3:9][O:10][C:11]([C:13]1[C:21]2[CH:20]=[C:19]([CH3:22])[O:18][C:17]=2[C:16]([O:23][CH3:24])=[CH:15][CH:14]=1)=[O:12]. Product: [CH3:9][O:10][C:11]([C:13]1[C:21]2[CH:20]=[C:19]([CH2:22][Br:1])[O:18][C:17]=2[C:16]([O:23][CH3:24])=[CH:15][CH:14]=1)=[O:12]. The catalyst class is: 855. (3) The catalyst class is: 15. Product: [C:12]([OH:13])(=[O:25])/[CH:8]=[CH:7]/[C:32]([OH:34])=[O:35].[F:21][C:18]1([F:22])[CH2:19][CH2:20][CH:15]([NH:14][C:12]([C:8]2[S:9][C:10]([CH3:11])=[C:6]([C@@H:4]3[CH2:5][C@H:3]3[NH:2][CH:28]3[CH2:29][CH2:30][O:25][CH2:26][CH2:27]3)[CH:7]=2)=[O:13])[CH2:16][CH2:17]1. Reactant: Cl.[NH2:2][C@@H:3]1[CH2:5][C@H:4]1[C:6]1[CH:7]=[C:8]([C:12]([NH:14][CH:15]2[CH2:20][CH2:19][C:18]([F:22])([F:21])[CH2:17][CH2:16]2)=[O:13])[S:9][C:10]=1[CH3:11].CO.[O:25]1[CH2:30][CH2:29][C:28](=O)[CH2:27][CH2:26]1.[C:32](=[O:35])([O-:34])O.[Na+]. (4) Reactant: [NH2:1][C:2]1[N:7]=[C:6]2[NH:8][CH:9]=[CH:10][C:5]2=[C:4]([C:11]#[C:12][C:13]2[N:17]3[N:18]=[C:19]([C:22]4[CH:27]=[CH:26][C:25]([C:28]([N:30]5[CH2:35][CH2:34][O:33][CH2:32][CH2:31]5)=[O:29])=[CH:24][CH:23]=4)[CH:20]=[CH:21][C:16]3=[N:15][CH:14]=2)[CH:3]=1.[H-].[Na+].[CH2:38](Br)[C:39]1[CH:44]=[CH:43][CH:42]=[CH:41][CH:40]=1. Product: [CH2:38]([NH:1][C:2]1[N:7]=[C:6]2[NH:8][CH:9]=[CH:10][C:5]2=[C:4]([C:11]#[C:12][C:13]2[N:17]3[N:18]=[C:19]([C:22]4[CH:27]=[CH:26][C:25]([C:28]([N:30]5[CH2:31][CH2:32][O:33][CH2:34][CH2:35]5)=[O:29])=[CH:24][CH:23]=4)[CH:20]=[CH:21][C:16]3=[N:15][CH:14]=2)[CH:3]=1)[C:39]1[CH:44]=[CH:43][CH:42]=[CH:41][CH:40]=1. The catalyst class is: 3. (5) Reactant: [C:1]([C:4]1[N:8]([CH3:9])[N:7]=[C:6]([CH2:10][CH2:11][CH3:12])[C:5]=1[NH:13][C:14]([C:16]1[CH:17]=[C:18]([S:26](Cl)(=[O:28])=[O:27])[CH:19]=[CH:20][C:21]=1[O:22][CH2:23][CH2:24][CH3:25])=[O:15])(=[O:3])[NH2:2].C(N(CC)CC)C.[NH2:37][CH2:38][CH2:39][CH:40]1[CH2:44][CH2:43][CH2:42][N:41]1[CH3:45]. Product: [CH3:9][N:8]1[C:4]([C:1]([NH2:2])=[O:3])=[C:5]([NH:13][C:14](=[O:15])[C:16]2[CH:17]=[C:18]([S:26](=[O:28])(=[O:27])[NH:37][CH2:38][CH2:39][CH:40]3[CH2:44][CH2:43][CH2:42][N:41]3[CH3:45])[CH:19]=[CH:20][C:21]=2[O:22][CH2:23][CH2:24][CH3:25])[C:6]([CH2:10][CH2:11][CH3:12])=[N:7]1. The catalyst class is: 4. (6) Reactant: [I:1][C:2]1[CH:7]=[CH:6][C:5]([N:8]2[CH:13]=[CH:12][CH:11]=[CH:10][C:9]2=S)=[CH:4][CH:3]=1.CI.[CH3:17][O:18][C:19]1[CH:24]=[CH:23][C:22]([NH2:25])=[CH:21][CH:20]=1. Product: [I:1][C:2]1[CH:7]=[CH:6][C:5]([N:8]2[CH:13]=[CH:12][CH:11]=[CH:10]/[C:9]/2=[N:25]\[C:22]2[CH:23]=[CH:24][C:19]([O:18][CH3:17])=[CH:20][CH:21]=2)=[CH:4][CH:3]=1. The catalyst class is: 705.